This data is from NCI-60 drug combinations with 297,098 pairs across 59 cell lines. The task is: Regression. Given two drug SMILES strings and cell line genomic features, predict the synergy score measuring deviation from expected non-interaction effect. (1) Drug 1: C1=CC(=CC=C1CCCC(=O)O)N(CCCl)CCCl. Drug 2: C1CC(C1)(C(=O)O)C(=O)O.[NH2-].[NH2-].[Pt+2]. Cell line: A498. Synergy scores: CSS=18.5, Synergy_ZIP=-7.88, Synergy_Bliss=-6.08, Synergy_Loewe=-6.09, Synergy_HSA=-3.81. (2) Drug 1: CC1C(C(CC(O1)OC2CC(OC(C2O)C)OC3=CC4=CC5=C(C(=O)C(C(C5)C(C(=O)C(C(C)O)O)OC)OC6CC(C(C(O6)C)O)OC7CC(C(C(O7)C)O)OC8CC(C(C(O8)C)O)(C)O)C(=C4C(=C3C)O)O)O)O. Drug 2: B(C(CC(C)C)NC(=O)C(CC1=CC=CC=C1)NC(=O)C2=NC=CN=C2)(O)O. Cell line: OVCAR-8. Synergy scores: CSS=91.5, Synergy_ZIP=1.01, Synergy_Bliss=2.52, Synergy_Loewe=-0.00356, Synergy_HSA=1.15. (3) Drug 1: C1=CC(=CC=C1CCC2=CNC3=C2C(=O)NC(=N3)N)C(=O)NC(CCC(=O)O)C(=O)O. Drug 2: CC1CCCC2(C(O2)CC(NC(=O)CC(C(C(=O)C(C1O)C)(C)C)O)C(=CC3=CSC(=N3)C)C)C. Cell line: DU-145. Synergy scores: CSS=17.4, Synergy_ZIP=0.450, Synergy_Bliss=1.83, Synergy_Loewe=0.262, Synergy_HSA=0.358. (4) Drug 1: B(C(CC(C)C)NC(=O)C(CC1=CC=CC=C1)NC(=O)C2=NC=CN=C2)(O)O. Drug 2: CC(C)(C#N)C1=CC=C(C=C1)N2C3=C4C=C(C=CC4=NC=C3N(C2=O)C)C5=CC6=CC=CC=C6N=C5. Cell line: OVCAR3. Synergy scores: CSS=73.0, Synergy_ZIP=0.529, Synergy_Bliss=0.679, Synergy_Loewe=-1.03, Synergy_HSA=2.83. (5) Drug 1: CC(C1=C(C=CC(=C1Cl)F)Cl)OC2=C(N=CC(=C2)C3=CN(N=C3)C4CCNCC4)N. Drug 2: CC1=C2C(C(=O)C3(C(CC4C(C3C(C(C2(C)C)(CC1OC(=O)C(C(C5=CC=CC=C5)NC(=O)C6=CC=CC=C6)O)O)OC(=O)C7=CC=CC=C7)(CO4)OC(=O)C)O)C)OC(=O)C. Cell line: COLO 205. Synergy scores: CSS=46.7, Synergy_ZIP=3.90, Synergy_Bliss=2.84, Synergy_Loewe=-34.5, Synergy_HSA=-0.00144.